This data is from Full USPTO retrosynthesis dataset with 1.9M reactions from patents (1976-2016). The task is: Predict the reactants needed to synthesize the given product. (1) Given the product [S:1]1[CH:5]=[CH:4][CH:3]=[C:2]1[CH2:6][N:8]1[CH2:13][CH2:12][CH2:11][CH2:10][CH2:9]1, predict the reactants needed to synthesize it. The reactants are: [S:1]1[CH:5]=[CH:4][CH:3]=[C:2]1[CH:6]=O.[NH:8]1[CH2:13][CH2:12][CH2:11][CH2:10][CH2:9]1.C(O[BH-](OC(=O)C)OC(=O)C)(=O)C.[Na+]. (2) Given the product [CH2:9]([O:8][C:6]([C:5]1[C:4](=[O:20])[C:18]2[C:13](=[N:14][C:15]([CH3:19])=[CH:16][CH:17]=2)[NH:12][CH:11]=1)=[O:7])[CH3:10], predict the reactants needed to synthesize it. The reactants are: C(O[C:4](=[O:20])[C:5](=[CH:11][NH:12][C:13]1[CH:18]=[CH:17][CH:16]=[C:15]([CH3:19])[N:14]=1)[C:6]([O:8][CH2:9][CH3:10])=[O:7])C.C1(OC2C=CC=CC=2)C=CC=CC=1. (3) Given the product [CH:1]1[CH:2]=[CH:3][C:4](/[CH:7]=[CH:8]/[CH2:9][O:10][C@@H:11]2[O:16][C@H:15]([CH2:17][OH:18])[C@@H:14]([OH:19])[C@H:13]([OH:20])[C@H:12]2[OH:21])=[CH:5][CH:6]=1.[Zn:23], predict the reactants needed to synthesize it. The reactants are: [CH:1]1[CH:6]=[CH:5][C:4](/[CH:7]=[CH:8]/[CH2:9][O:10][C@@H:11]2[O:16][C@H:15]([CH2:17][OH:18])[C@@H:14]([OH:19])[C@H:13]([OH:20])[C@H:12]2[OH:21])=[CH:3][CH:2]=1.[O-2].[Zn+2:23]. (4) Given the product [CH2:1]([O:2][C:11](=[O:12])[C:6]([O:2][C:1]1[CH:8]=[CH:7][CH:6]=[C:4]([OH:5])[CH:3]=1)([CH3:7])[CH3:4])[CH3:3], predict the reactants needed to synthesize it. The reactants are: [C:1]1([CH:8]=[CH:7][CH:6]=[C:4]([OH:5])[CH:3]=1)[OH:2].CN(C)[CH:11]=[O:12]. (5) Given the product [CH3:12][O:13][C:14](=[O:20])[CH:15]([CH2:22][C:23]1[CH:28]=[CH:27][C:26]([F:29])=[CH:25][C:24]=1[F:30])[C:16](=[O:19])[CH2:17][CH3:18], predict the reactants needed to synthesize it. The reactants are: CC(C)([O-])C.[K+].C(O)(C)(C)C.[CH3:12][O:13][C:14](=[O:20])[CH2:15][C:16](=[O:19])[CH2:17][CH3:18].Br[CH2:22][C:23]1[CH:28]=[CH:27][C:26]([F:29])=[CH:25][C:24]=1[F:30]. (6) Given the product [C:21]1([C:24]2[CH:25]=[CH:26][CH:27]=[CH:28][CH:29]=2)[CH:20]=[CH:19][C:18]([CH2:17][CH2:16][CH:15]([OH:30])[CH:14]([CH3:31])[C:13]([OH:32])=[O:12])=[CH:23][CH:22]=1, predict the reactants needed to synthesize it. The reactants are: FC(F)(F)C(O)=O.C([O:12][C:13](=[O:32])[CH:14]([CH3:31])[C:15](=[O:30])[CH2:16][CH2:17][C:18]1[CH:23]=[CH:22][C:21]([C:24]2[CH:29]=[CH:28][CH:27]=[CH:26][CH:25]=2)=[CH:20][CH:19]=1)(C)(C)C. (7) Given the product [CH3:1][C:2]1[C:14]([C:15](=[O:17])[CH3:16])=[C:13]([C:18]2[CH:23]=[CH:22][CH:21]=[CH:20][CH:19]=2)[C:12]2[C:11]3[C:6](=[CH:7][N:8]=[CH:9][CH:10]=3)[S:5][C:4]=2[N:3]=1, predict the reactants needed to synthesize it. The reactants are: [CH3:1][C:2]1[C:14]([C:15](=[O:17])[CH3:16])=[C:13]([C:18]2[CH:23]=[CH:22][CH:21]=[CH:20][CH:19]=2)[C:12]2[C:11]3[CH2:10][CH2:9][NH:8][CH2:7][C:6]=3[S:5][C:4]=2[N:3]=1. (8) Given the product [CH2:20]([O:19][C:17](=[O:18])[CH2:27][NH:1][CH:2]1[CH:9]2[CH2:10][C:5]3([C:12]([O:14][CH3:15])=[O:13])[CH2:6][CH:7]([CH2:11][CH:3]1[CH2:4]3)[CH2:8]2)[C:21]1[CH:26]=[CH:25][CH:24]=[CH:23][CH:22]=1, predict the reactants needed to synthesize it. The reactants are: [NH2:1][CH:2]1[CH:9]2[CH2:10][C:5]3([C:12]([O:14][CH3:15])=[O:13])[CH2:6][CH:7]([CH2:11][CH:3]1[CH2:4]3)[CH2:8]2.Cl[C:17]([O:19][CH2:20][C:21]1[CH:26]=[CH:25][CH:24]=[CH:23][CH:22]=1)=[O:18].[C:27](=O)([O-])[O-].[Na+].[Na+]. (9) Given the product [F:16][C:17]1[CH:22]=[C:21]([F:23])[CH:20]=[CH:19][C:18]=1[C:24]1[CH:29]=[C:28]([N:30]2[CH2:31][CH2:32][N:33]([C:8]([NH:7][C:3]3[CH:2]=[N:1][CH:6]=[CH:5][CH:4]=3)=[O:15])[CH2:34][CH2:35]2)[CH:27]=[CH:26][N:25]=1, predict the reactants needed to synthesize it. The reactants are: [N:1]1[CH:6]=[CH:5][CH:4]=[C:3]([NH:7][C:8](=[O:15])OCC(Cl)(Cl)Cl)[CH:2]=1.[F:16][C:17]1[CH:22]=[C:21]([F:23])[CH:20]=[CH:19][C:18]=1[C:24]1[CH:29]=[C:28]([N:30]2[CH2:35][CH2:34][NH:33][CH2:32][CH2:31]2)[CH:27]=[CH:26][N:25]=1.